From a dataset of Forward reaction prediction with 1.9M reactions from USPTO patents (1976-2016). Predict the product of the given reaction. (1) Given the reactants [Cl:1][C:2]1[CH:7]=[C:6]([OH:8])[CH:5]=[CH:4][C:3]=1[CH:9]([CH3:27])[C:10]([C:16]1[CH:17]=[CH:18][C:19]2[O:23][C:22](=[O:24])[N:21]([CH3:25])[C:20]=2[CH:26]=1)([OH:15])[C:11]([F:14])([F:13])[F:12].[CH3:28][O:29][C:30]([C:32]1[CH:33]=[N:34][C:35](Cl)=[N:36][CH:37]=1)=[O:31], predict the reaction product. The product is: [CH3:28][O:29][C:30]([C:32]1[CH:33]=[N:34][C:35]([O:8][C:6]2[CH:5]=[CH:4][C:3]([CH:9]([CH3:27])[C:10]([OH:15])([C:16]3[CH:17]=[CH:18][C:19]4[O:23][C:22](=[O:24])[N:21]([CH3:25])[C:20]=4[CH:26]=3)[C:11]([F:12])([F:13])[F:14])=[C:2]([Cl:1])[CH:7]=2)=[N:36][CH:37]=1)=[O:31]. (2) The product is: [CH2:38]([NH:40][C:4]([C:6]1[C:7](=[O:37])[C:8]2[CH:13]=[N:12][C:11]([NH:14][C:15]3[CH:20]=[CH:19][C:18]([N:21]4[CH2:26][CH2:25][N:24]([CH3:27])[CH2:23][CH2:22]4)=[CH:17][CH:16]=3)=[N:10][C:9]=2[N:28]([CH:30]2[CH2:35][CH:34]3[CH2:36][CH:31]2[CH2:32][CH2:33]3)[CH:29]=1)=[O:3])[CH3:39]. Given the reactants C([O:3][C:4]([C:6]1[C:7](=[O:37])[C:8]2[CH:13]=[N:12][C:11]([NH:14][C:15]3[CH:20]=[CH:19][C:18]([N:21]4[CH2:26][CH2:25][N:24]([CH3:27])[CH2:23][CH2:22]4)=[CH:17][CH:16]=3)=[N:10][C:9]=2[N:28]([CH:30]2[CH2:35][CH:34]3[CH2:36][CH:31]2[CH2:32][CH2:33]3)[CH:29]=1)=O)C.[CH2:38]([NH2:40])[CH3:39], predict the reaction product.